This data is from Reaction yield outcomes from USPTO patents with 853,638 reactions. The task is: Predict the reaction yield, written as a fraction of the theoretical maximum amount of product (1.0 means a 100% yield; for example, 0.34 means a 34% yield). The reactants are NC(N)=O.[Cl:5][C:6]1[CH:12]=[CH:11][C:9]([NH2:10])=[C:8]([OH:13])[C:7]=1[S:14]([N:17]1[CH2:22][CH2:21][O:20][CH2:19][CH2:18]1)(=[O:16])=[O:15].[Br:23][C:24]1[CH:29]=[CH:28][CH:27]=[CH:26][C:25]=1[N:30]=[C:31]=[O:32]. No catalyst specified. The product is [Br:23][C:24]1[CH:29]=[CH:28][CH:27]=[CH:26][C:25]=1[NH:30][C:31]([NH:10][C:9]1[CH:11]=[CH:12][C:6]([Cl:5])=[C:7]([S:14]([N:17]2[CH2:18][CH2:19][O:20][CH2:21][CH2:22]2)(=[O:15])=[O:16])[C:8]=1[OH:13])=[O:32]. The yield is 0.530.